This data is from Catalyst prediction with 721,799 reactions and 888 catalyst types from USPTO. The task is: Predict which catalyst facilitates the given reaction. (1) Reactant: [NH2:1][CH:2]1[C:11]2[CH:10]=[N:9][CH:8]=[C:7]([C:12]3[CH:13]=[C:14]4[C:19](=[CH:20][CH:21]=3)[N:18]([CH3:22])[C:17](=[O:23])[CH2:16][CH2:15]4)[C:6]=2[CH2:5][CH2:4][CH2:3]1.[CH2:24]([S:26](Cl)(=[O:28])=[O:27])[CH3:25].CCN(CC)CC. Product: [CH3:22][N:18]1[C:19]2[C:14](=[CH:13][C:12]([C:7]3[C:6]4[CH2:5][CH2:4][CH2:3][CH:2]([NH:1][S:26]([CH2:24][CH3:25])(=[O:28])=[O:27])[C:11]=4[CH:10]=[N:9][CH:8]=3)=[CH:21][CH:20]=2)[CH2:15][CH2:16][C:17]1=[O:23]. The catalyst class is: 2. (2) Reactant: [F:1][C:2]1[CH:3]=[CH:4][C:5]([OH:28])=[C:6]([C:8]2[CH:13]=[CH:12][CH:11]=[C:10]([S:14]([NH:17][C:18]3[CH:26]=[CH:25][C:21]([C:22]([OH:24])=[O:23])=[C:20]([OH:27])[CH:19]=3)(=[O:16])=[O:15])[CH:9]=2)[CH:7]=1.OS(O)(=O)=O.[Br:34][CH2:35][CH2:36][CH2:37]O. Product: [F:1][C:2]1[CH:3]=[CH:4][C:5]([OH:28])=[C:6]([C:8]2[CH:13]=[CH:12][CH:11]=[C:10]([S:14]([NH:17][C:18]3[CH:26]=[CH:25][C:21]([C:22]([O:24][CH2:37][CH2:36][CH2:35][Br:34])=[O:23])=[C:20]([OH:27])[CH:19]=3)(=[O:15])=[O:16])[CH:9]=2)[CH:7]=1. The catalyst class is: 23. (3) Reactant: [CH2:1]([O:3][C:4](=[O:20])[CH2:5][O:6][C:7]1[CH:12]=[CH:11][C:10]([NH:13][CH3:14])=[CH:9][C:8]=1[CH2:15][CH2:16][CH2:17][O:18][CH3:19])[CH3:2].[H-].[Na+].[Na+].[I-].Cl[CH2:26][C:27]1[C:28]([CH3:43])=[N:29][C:30]([C:33]2[CH:38]=[CH:37][C:36]([C:39]([F:42])([F:41])[F:40])=[CH:35][CH:34]=2)=[CH:31][CH:32]=1. Product: [CH2:1]([O:3][C:4](=[O:20])[CH2:5][O:6][C:7]1[CH:12]=[CH:11][C:10]([N:13]([CH3:14])[CH2:26][C:27]2[C:28]([CH3:43])=[N:29][C:30]([C:33]3[CH:38]=[CH:37][C:36]([C:39]([F:42])([F:41])[F:40])=[CH:35][CH:34]=3)=[CH:31][CH:32]=2)=[CH:9][C:8]=1[CH2:15][CH2:16][CH2:17][O:18][CH3:19])[CH3:2]. The catalyst class is: 3. (4) Reactant: [CH3:1][C:2]1([CH3:29])[O:6][C:5](=[O:7])[N:4]([C:8]2[CH:13]=[CH:12][C:11](B3OC(C)(C)C(C)(C)O3)=[CH:10][CH:9]=2)[C@H:3]1[C:23]1[CH:28]=[CH:27][CH:26]=[CH:25][CH:24]=1.Cl[C:31]1[N:32]=[N:33][CH:34]=[C:35]([Cl:37])[CH:36]=1.C([O-])([O-])=O.[Na+].[Na+]. Product: [Cl:37][C:35]1[CH:36]=[C:31]([C:11]2[CH:12]=[CH:13][C:8]([N:4]3[C@@H:3]([C:23]4[CH:24]=[CH:25][CH:26]=[CH:27][CH:28]=4)[C:2]([CH3:29])([CH3:1])[O:6][C:5]3=[O:7])=[CH:9][CH:10]=2)[N:32]=[N:33][CH:34]=1. The catalyst class is: 203. (5) Reactant: [CH2:1]=O.[CH3:3][NH:4][CH2:5][C:6]#[CH:7].[Br:8][C:9]1[CH:10]=[C:11]2[C:16](=[CH:17][C:18]=1[OH:19])[O:15][C:14](=[O:20])[CH:13]=[C:12]2[CH2:21][OH:22]. Product: [Br:8][C:9]1[CH:10]=[C:11]2[C:16](=[C:17]([CH2:3][N:4]([CH3:1])[CH2:5][C:6]#[CH:7])[C:18]=1[OH:19])[O:15][C:14](=[O:20])[CH:13]=[C:12]2[CH2:21][OH:22]. The catalyst class is: 8. (6) Reactant: C([N:8]1[CH2:12][C@@H:11]([C:13]2[CH:18]=[C:17]([CH2:19][CH2:20][CH3:21])[CH:16]=[C:15]([Cl:22])[C:14]=2[C:23]([O:25][CH2:26][CH3:27])=[O:24])[C@H:10]([C:28]([O:30][CH3:31])=[O:29])[CH2:9]1)C1C=CC=CC=1.ClC(OC(Cl)C)=O.C(N(CC)CC)C.[C:54](O[C:54]([O:56][C:57]([CH3:60])([CH3:59])[CH3:58])=[O:55])([O:56][C:57]([CH3:60])([CH3:59])[CH3:58])=[O:55]. Product: [Cl:22][C:15]1[C:14]([C:23]([O:25][CH2:26][CH3:27])=[O:24])=[C:13]([C@@H:11]2[CH2:12][N:8]([C:54]([O:56][C:57]([CH3:58])([CH3:59])[CH3:60])=[O:55])[CH2:9][C@H:10]2[C:28]([O:30][CH3:31])=[O:29])[CH:18]=[C:17]([CH2:19][CH2:20][CH3:21])[CH:16]=1. The catalyst class is: 133. (7) Reactant: [Cl:1][C:2]1[CH:3]=[C:4]2[C:13](=[C:14]3[C:19]=1[CH:18]=[CH:17][CH:16]=[N:15]3)[NH:12][S:11](=[O:21])(=[O:20])[C:10]1[C:5]2=[CH:6][C:7](F)=[CH:8][CH:9]=1.[N:23]1([CH2:29][CH2:30][NH2:31])[CH2:28][CH2:27][O:26][CH2:25][CH2:24]1. Product: [Cl:1][C:2]1[CH:3]=[C:4]2[C:13](=[C:14]3[C:19]=1[CH:18]=[CH:17][CH:16]=[N:15]3)[NH:12][S:11](=[O:21])(=[O:20])[C:10]1[C:5]2=[CH:6][C:7]([NH:31][CH2:30][CH2:29][N:23]2[CH2:28][CH2:27][O:26][CH2:25][CH2:24]2)=[CH:8][CH:9]=1. The catalyst class is: 37. (8) Reactant: Br[C:2]1[C:3]([NH2:8])=[N:4][CH:5]=[CH:6][CH:7]=1.[OH:9][C:10]1[CH:15]=[CH:14][C:13](B(O)O)=[CH:12][CH:11]=1.C(=O)([O-])[O-].[Na+].[Na+].CCOC(C)=O. Product: [NH2:8][C:3]1[C:2]([C:13]2[CH:14]=[CH:15][C:10]([OH:9])=[CH:11][CH:12]=2)=[CH:7][CH:6]=[CH:5][N:4]=1. The catalyst class is: 108.